From a dataset of Full USPTO retrosynthesis dataset with 1.9M reactions from patents (1976-2016). Predict the reactants needed to synthesize the given product. (1) The reactants are: [CH3:1][C:2]([OH:33])([CH3:32])[CH:3]([C:5]1[CH:6]=[N:7][C:8]([C:11]2[NH:12][C:13]([CH:16]([C:24]3[CH:29]=[CH:28][C:27]([S:30][CH3:31])=[CH:26][N:25]=3)[CH2:17][CH:18]3[CH2:23][CH2:22][O:21][CH2:20][CH2:19]3)=[CH:14][CH:15]=2)=[CH:9][CH:10]=1)[OH:4].[OH2:34].C([O-])([O-])=O.C([O-])([O-])=O.[OH:43]O.OO.OO.[Na+].[Na+].[Na+].[Na+].S([O-])([O-])=O.[Na+].[Na+]. Given the product [CH3:32][C:2]([OH:33])([CH3:1])[CH:3]([C:5]1[CH:6]=[N:7][C:8]([C:11]2[NH:12][C:13]([CH:16]([C:24]3[CH:29]=[CH:28][C:27]([S:30]([CH3:31])(=[O:43])=[O:34])=[CH:26][N:25]=3)[CH2:17][CH:18]3[CH2:19][CH2:20][O:21][CH2:22][CH2:23]3)=[CH:14][CH:15]=2)=[CH:9][CH:10]=1)[OH:4], predict the reactants needed to synthesize it. (2) Given the product [CH:1]1([CH2:4][O:5][C:6]2[C:14]3[O:13][N:12]=[C:11]([CH2:15][CH2:16][CH:17]4[CH2:22][CH2:21][N:20]([C:23]([O:25][C:26]([CH3:28])([CH3:27])[CH3:29])=[O:24])[CH2:19][CH2:18]4)[C:10]=3[CH:9]=[CH:8][C:7]=2[CH:30]=[O:37])[CH2:2][CH2:3]1, predict the reactants needed to synthesize it. The reactants are: [CH:1]1([CH2:4][O:5][C:6]2[C:14]3[O:13][N:12]=[C:11]([CH2:15][CH2:16][CH:17]4[CH2:22][CH2:21][N:20]([C:23]([O:25][C:26]([CH3:29])([CH3:28])[CH3:27])=[O:24])[CH2:19][CH2:18]4)[C:10]=3[CH:9]=[CH:8][C:7]=2/[CH:30]=C/C)[CH2:3][CH2:2]1.C1(C[O:37]C2C3ON=C(CCC4CCN(C(OC(C)(C)C)=O)CC4)C=3C=CC=2/C=C\C)CC1.I([O-])(=O)(=O)=O.[Na+]. (3) Given the product [Cl:19][C:16]1[CH:17]=[CH:18][C:13]([C:5]2[N:6]=[C:7]3[CH:12]=[CH:11][CH:10]=[CH:9][N:8]3[C:4]=2[CH2:3][N:21]2[C:22](=[O:29])[N:23]3[CH:28]=[CH:27][CH:26]=[CH:25][C:24]3=[N:20]2)=[CH:14][CH:15]=1, predict the reactants needed to synthesize it. The reactants are: Cl.Cl[CH2:3][C:4]1[N:8]2[CH:9]=[CH:10][CH:11]=[CH:12][C:7]2=[N:6][C:5]=1[C:13]1[CH:18]=[CH:17][C:16]([Cl:19])=[CH:15][CH:14]=1.[N:20]1[NH:21][C:22](=[O:29])[N:23]2[CH:28]=[CH:27][CH:26]=[CH:25][C:24]=12.